Dataset: Full USPTO retrosynthesis dataset with 1.9M reactions from patents (1976-2016). Task: Predict the reactants needed to synthesize the given product. (1) Given the product [C:1]([O:5][C:6](=[O:33])[NH:7][C@H:8]([CH2:24][N:25]([C:26](=[O:28])[CH3:27])[OH:29])[CH2:9][C:10]1[CH:15]=[CH:14][C:13]([O:16][C:17]2[CH:18]=[CH:19][C:20]([Cl:23])=[CH:21][CH:22]=2)=[CH:12][CH:11]=1)([CH3:4])([CH3:2])[CH3:3], predict the reactants needed to synthesize it. The reactants are: [C:1]([O:5][C:6](=[O:33])[NH:7][C@H:8]([CH2:24][N:25]([O:29]C(=O)C)[C:26](=[O:28])[CH3:27])[CH2:9][C:10]1[CH:15]=[CH:14][C:13]([O:16][C:17]2[CH:22]=[CH:21][C:20]([Cl:23])=[CH:19][CH:18]=2)=[CH:12][CH:11]=1)([CH3:4])([CH3:3])[CH3:2].C[O-].[Na+].[NH4+].[Cl-]. (2) Given the product [Cl:3][C:4]1[CH:13]=[C:12]2[C:7]([C:8](=[O:16])[C:9]([C:14]#[N:15])=[CH:10][N:11]2[CH2:25][O:24][CH2:23][CH2:22][Si:21]([CH3:28])([CH3:27])[CH3:20])=[CH:6][C:5]=1[N+:17]([O-:19])=[O:18], predict the reactants needed to synthesize it. The reactants are: [H-].[Na+].[Cl:3][C:4]1[CH:13]=[C:12]2[C:7]([C:8](=[O:16])[C:9]([C:14]#[N:15])=[CH:10][NH:11]2)=[CH:6][C:5]=1[N+:17]([O-:19])=[O:18].[CH3:20][Si:21]([CH3:28])([CH3:27])[CH2:22][CH2:23][O:24][CH2:25]Cl.